This data is from Tox21: 12 toxicity assays (nuclear receptors and stress response pathways). The task is: Binary classification across 12 toxicity assays. (1) The molecule is CC(=O)O[C@H]1CC[C@H]2[C@@H]3CCC4=CC(=O)CCC4=C3C=C[C@]12C. It tested positive (active) for: NR-AR (Androgen Receptor agonist activity), NR-AR-LBD (Androgen Receptor Ligand Binding Domain agonist), NR-ER (Estrogen Receptor agonist activity), and NR-ER-LBD (Estrogen Receptor Ligand Binding Domain agonist). (2) The compound is NNC(N)=S. It tested positive (active) for: NR-AhR (Aryl hydrocarbon Receptor agonist activity), and SR-HSE (Heat Shock Element response). (3) The drug is CC(C)CCOC(=O)c1ccc(N(C)C)cc1. It tested positive (active) for: NR-ER (Estrogen Receptor agonist activity), and SR-ATAD5 (ATAD5 genotoxicity (DNA damage)). (4) The molecule is CCOC(=O)N(C)C(=O)CSP(=S)(OCC)OCC. It tested positive (active) for: NR-AhR (Aryl hydrocarbon Receptor agonist activity). (5) The drug is C=C1C[C@H]2[C@@H]3C=C(C)C4=CC(=O)CC[C@]4(C)[C@H]3CC[C@]2(C)[C@@]1(OC(C)=O)C(C)=O. It tested positive (active) for: NR-AR (Androgen Receptor agonist activity), and SR-ARE (Antioxidant Response Element (oxidative stress)). (6) The molecule is CCOC(=S)[S-]. It tested positive (active) for: SR-ARE (Antioxidant Response Element (oxidative stress)), and SR-HSE (Heat Shock Element response). (7) The molecule is C[C@@H](/C=C/[C@@H](C)[C@H]1CC[C@H]2/C(=C/C=C3C[C@@H](O)C[C@H](O)C3)CCC[C@@]21C)C(C)(C)O. It tested positive (active) for: SR-MMP (Mitochondrial Membrane Potential disruption). (8) The drug is CCCC[Sn](CCCC)(OC(C)=O)OC(C)=O. It tested positive (active) for: SR-ARE (Antioxidant Response Element (oxidative stress)), SR-MMP (Mitochondrial Membrane Potential disruption), and SR-p53 (p53 tumor suppressor activation). (9) The drug is CC[C@@H](C(=O)[C@@H](C)[C@@H](O)[C@H](C)[C@@H]1O[C@@H]([C@@H](CC)C(=O)[O-])CC[C@@H]1C)[C@H]1O[C@]2(C=C[C@@H](O)[C@]3(CC[C@@](C)([C@H]4CC[C@](O)(CC)[C@H](C)O4)O3)O2)[C@H](C)C[C@@H]1C. It tested positive (active) for: NR-PPAR-gamma (PPAR-gamma nuclear receptor agonist). (10) The molecule is O=C(O)CCCCC1CCSS1. It tested positive (active) for: SR-ARE (Antioxidant Response Element (oxidative stress)).